This data is from HIV replication inhibition screening data with 41,000+ compounds from the AIDS Antiviral Screen. The task is: Binary Classification. Given a drug SMILES string, predict its activity (active/inactive) in a high-throughput screening assay against a specified biological target. The compound is Nc1ccc(Cl)c(-c2nc3ccccc3[nH]2)c1. The result is 0 (inactive).